Dataset: Full USPTO retrosynthesis dataset with 1.9M reactions from patents (1976-2016). Task: Predict the reactants needed to synthesize the given product. (1) Given the product [N:26]1([C:29]2[CH:30]=[CH:31][C:32]([NH:35][C:2]3[N:7]=[C:6]([C:8]4[CH:9]=[CH:10][C:11]([O:16][CH:17]5[CH2:22][CH2:21][O:20][CH2:19][CH2:18]5)=[C:12]([CH:15]=4)[C:13]#[N:14])[CH:5]=[CH:4][N:3]=3)=[N:33][CH:34]=2)[CH2:27][CH2:28][O:23][CH2:24][CH2:25]1, predict the reactants needed to synthesize it. The reactants are: Cl[C:2]1[N:7]=[C:6]([C:8]2[CH:9]=[CH:10][C:11]([O:16][CH:17]3[CH2:22][CH2:21][O:20][CH2:19][CH2:18]3)=[C:12]([CH:15]=2)[C:13]#[N:14])[CH:5]=[CH:4][N:3]=1.[O:23]1[CH2:28][CH2:27][N:26]([C:29]2[CH:30]=[CH:31][C:32]([NH2:35])=[N:33][CH:34]=2)[CH2:25][CH2:24]1.C([O-])([O-])=O.[Cs+].[Cs+]. (2) Given the product [CH:23]1([CH2:22][N:8]([C@@H:9]2[CH2:11][C@H:10]2[C:12]2[CH:13]=[C:14]([C:15](=[O:16])[NH:32][CH:30]3[CH2:31][C:28]([F:33])([F:27])[CH2:29]3)[CH:18]=[CH:19][C:20]=2[F:21])[C:6](=[O:7])[O:5][C:1]([CH3:3])([CH3:2])[CH3:4])[CH2:24][CH2:25]1, predict the reactants needed to synthesize it. The reactants are: [C:1]([O:5][C:6]([N:8]([CH2:22][CH:23]1[CH2:25][CH2:24]1)[C@@H:9]1[CH2:11][C@H:10]1[C:12]1[CH:13]=[C:14]([CH:18]=[CH:19][C:20]=1[F:21])[C:15](O)=[O:16])=[O:7])([CH3:4])([CH3:3])[CH3:2].Cl.[F:27][C:28]1([F:33])[CH2:31][CH:30]([NH2:32])[CH2:29]1.F[P-](F)(F)(F)(F)F.N1(OC(N(C)C)=[N+](C)C)C2N=CC=CC=2N=N1.C(=O)([O-])O.[Na+].